Dataset: Forward reaction prediction with 1.9M reactions from USPTO patents (1976-2016). Task: Predict the product of the given reaction. (1) Given the reactants [CH2:1]([O:8][C:9]1[N:14]=[CH:13][C:12]([CH:15]([NH:19][C:20]2[CH:25]=[CH:24][CH:23]=[CH:22][CH:21]=2)[C:16]([OH:18])=[O:17])=[CH:11][CH:10]=1)[C:2]1[CH:7]=[CH:6][CH:5]=[CH:4][CH:3]=1.C1CCC(N=C=NC2CCCCC2)CC1.N1(O)C2C=CC=CC=2N=N1.[N:51]12[CH2:58][CH2:57][CH:54]([CH2:55][CH2:56]1)[C@@H:53](O)[CH2:52]2, predict the reaction product. The product is: [CH2:1]([O:8][C:9]1[N:14]=[CH:13][C:12]([CH:15]([NH:19][C:20]2[CH:25]=[CH:24][CH:23]=[CH:22][CH:21]=2)[C:16]([O:18][C@@H:53]2[CH:54]3[CH2:57][CH2:58][N:51]([CH2:56][CH2:55]3)[CH2:52]2)=[O:17])=[CH:11][CH:10]=1)[C:2]1[CH:3]=[CH:4][CH:5]=[CH:6][CH:7]=1. (2) Given the reactants [Cl:1][C:2]1[CH:8]=[C:7]([C:9]([F:12])([F:11])[F:10])[CH:6]=[C:5]([Cl:13])[C:3]=1[NH2:4].[F:14][B-:15]([F:18])([F:17])[F:16].[H+].[N:20](OCCC(C)C)=O, predict the reaction product. The product is: [F:14][B-:15]([F:18])([F:17])[F:16].[Cl:1][C:2]1[CH:8]=[C:7]([C:9]([F:12])([F:11])[F:10])[CH:6]=[C:5]([Cl:13])[C:3]=1[N+:4]#[N:20]. (3) Given the reactants [Br:1][C:2]1[C:14]2[C:13]3[C:8](=[CH:9][C:10]([CH2:15][OH:16])=[CH:11][CH:12]=3)[NH:7][C:6]=2[C:5]([C:17]([NH2:19])=[O:18])=[CH:4][CH:3]=1.S(Cl)(Cl)=O.[CH3:24]O.C[O-].[Na+], predict the reaction product. The product is: [Br:1][C:2]1[C:14]2[C:13]3[C:8](=[CH:9][C:10]([CH2:15][O:16][CH3:24])=[CH:11][CH:12]=3)[NH:7][C:6]=2[C:5]([C:17]([NH2:19])=[O:18])=[CH:4][CH:3]=1. (4) Given the reactants [CH:1]1(O)[C:11]2=[C:12]3[C:7](=[CH:8][CH:9]=[CH:10]2)[CH:6]=[CH:5][CH:4]=[C:3]3[CH2:2]1.C1(P([N:28]=[N+]=[N-])(C2C=CC=CC=2)=O)C=CC=CC=1.C1(C2CCCCCCCCCC=2)CCCCCCCCNN=1.O, predict the reaction product. The product is: [CH:1]1([NH2:28])[C:11]2=[C:12]3[C:7](=[CH:8][CH:9]=[CH:10]2)[CH:6]=[CH:5][CH:4]=[C:3]3[CH2:2]1. (5) The product is: [CH2:1]([O:8][C:9](=[O:30])[NH:10][CH2:11][C:12]1[C:23](=[O:24])[N:22]([CH:25]2[CH2:26][CH2:27][CH2:28][CH2:29]2)[C:15]2[N:16]=[C:17]([S:20]([CH3:21])=[O:38])[N:18]=[CH:19][C:14]=2[CH:13]=1)[C:2]1[CH:3]=[CH:4][CH:5]=[CH:6][CH:7]=1. Given the reactants [CH2:1]([O:8][C:9](=[O:30])[NH:10][CH2:11][C:12]1[C:23](=[O:24])[N:22]([CH:25]2[CH2:29][CH2:28][CH2:27][CH2:26]2)[C:15]2[N:16]=[C:17]([S:20][CH3:21])[N:18]=[CH:19][C:14]=2[CH:13]=1)[C:2]1[CH:7]=[CH:6][CH:5]=[CH:4][CH:3]=1.C1(S(N2C(C3C=CC=CC=3)O2)(=O)=[O:38])C=CC=CC=1, predict the reaction product. (6) The product is: [CH3:12][C:4]1[N:3]=[C:2]2[O:11][CH2:10][CH2:9][O:8][C:7]2=[CH:6][CH:5]=1. Given the reactants I[C:2]1[C:7]([O:8][CH2:9][CH2:10][OH:11])=[CH:6][CH:5]=[C:4]([CH3:12])[N:3]=1.[H-].[Na+], predict the reaction product. (7) Given the reactants [F:1][C:2]1[CH:3]=[C:4]([N:8]2[C:12]3=[N:13][CH:14]=[CH:15][CH:16]=[C:11]3[CH:10]=[C:9]2[C:17](=O)[CH3:18])[CH:5]=[CH:6][CH:7]=1.C([O-])(=O)C.[NH4+].C([BH3-])#[N:26].[Na+], predict the reaction product. The product is: [F:1][C:2]1[CH:3]=[C:4]([N:8]2[C:12]3=[N:13][CH:14]=[CH:15][CH:16]=[C:11]3[CH:10]=[C:9]2[CH:17]([NH2:26])[CH3:18])[CH:5]=[CH:6][CH:7]=1. (8) The product is: [CH3:1][O:2][C:3](=[O:24])[CH2:4][CH2:5][C:6]1[CH:11]=[CH:10][C:9]([O:12][C:13]2[CH:14]=[C:15]([C@H:20]([NH:22][C:28](=[O:29])[C:27]3[CH:31]=[CH:32][C:33]([C:35]([F:36])([F:37])[F:38])=[CH:34][C:26]=3[CH3:25])[CH3:21])[CH:16]=[C:17]([F:19])[CH:18]=2)=[CH:8][C:7]=1[CH3:23]. Given the reactants [CH3:1][O:2][C:3](=[O:24])[CH2:4][CH2:5][C:6]1[CH:11]=[CH:10][C:9]([O:12][C:13]2[CH:18]=[C:17]([F:19])[CH:16]=[C:15]([CH:20]([NH2:22])[CH3:21])[CH:14]=2)=[CH:8][C:7]=1[CH3:23].[CH3:25][C:26]1[CH:34]=[C:33]([C:35]([F:38])([F:37])[F:36])[CH:32]=[CH:31][C:27]=1[C:28](O)=[O:29], predict the reaction product.